This data is from Catalyst prediction with 721,799 reactions and 888 catalyst types from USPTO. The task is: Predict which catalyst facilitates the given reaction. (1) Reactant: [CH2:1]([O:8][C:9]1[C:14]([CH3:15])=[CH:13][C:12]([CH2:16][OH:17])=[C:11]([CH3:18])[CH:10]=1)[C:2]1[CH:7]=[CH:6][CH:5]=[CH:4][CH:3]=1.C(N(C(C)C)C(C)C)C.[C:28](OC(=O)C)(=[O:30])[CH3:29]. Product: [CH2:1]([O:8][C:9]1[C:14]([CH3:15])=[CH:13][C:12]([CH2:16][O:17][C:28](=[O:30])[CH3:29])=[C:11]([CH3:18])[CH:10]=1)[C:2]1[CH:7]=[CH:6][CH:5]=[CH:4][CH:3]=1. The catalyst class is: 4. (2) Reactant: [NH2:1][C:2]1[CH:3]=[CH:4][C:5]([N:10]2[CH2:15][CH2:14][N:13]([CH3:16])[CH2:12][CH2:11]2)=[C:6]([CH2:8][OH:9])[CH:7]=1.Cl[C:18]1[C:27]2[C:22](=[CH:23][C:24]([Cl:28])=[CH:25][CH:26]=2)[N:21]=[CH:20][CH:19]=1. Product: [Cl:28][C:24]1[CH:23]=[C:22]2[C:27]([C:18]([NH:1][C:2]3[CH:3]=[CH:4][C:5]([N:10]4[CH2:15][CH2:14][N:13]([CH3:16])[CH2:12][CH2:11]4)=[C:6]([CH2:8][OH:9])[CH:7]=3)=[CH:19][CH:20]=[N:21]2)=[CH:26][CH:25]=1. The catalyst class is: 709. (3) Reactant: [NH2:1][C:2]1[CH:11]=[CH:10][CH:9]=[C:8]2[C:3]=1[CH2:4][CH2:5][N:6](C(OC(C)(C)C)=O)[CH2:7]2.N1C=CC=CC=1.CN(C1C=CC=CN=1)C.[CH3:34][C:35]1[C:44]2[C:39](=[CH:40][CH:41]=[CH:42][CH:43]=2)[C:38]([S:45]([Cl:48])(=[O:47])=[O:46])=[CH:37][CH:36]=1. Product: [ClH:48].[CH2:7]1[C:8]2[C:3](=[C:2]([NH:1][S:45]([C:38]3[C:39]4[C:44](=[CH:43][CH:42]=[CH:41][CH:40]=4)[C:35]([CH3:34])=[CH:36][CH:37]=3)(=[O:47])=[O:46])[CH:11]=[CH:10][CH:9]=2)[CH2:4][CH2:5][NH:6]1. The catalyst class is: 4. (4) Reactant: [CH3:1][S:2][C:3]1[N:8]=[C:7]([C:9]2[CH:10]=[N:11][CH:12]=[CH:13][CH:14]=2)[C:6]([OH:15])=[CH:5][CH:4]=1.Cl[C:17]1[C:26]2[C:21](=[CH:22][C:23]([O:29][CH3:30])=[C:24]([O:27][CH3:28])[CH:25]=2)[N:20]=[CH:19][CH:18]=1.O. Product: [CH3:28][O:27][C:24]1[CH:25]=[C:26]2[C:21](=[CH:22][C:23]=1[O:29][CH3:30])[N:20]=[CH:19][CH:18]=[C:17]2[O:15][C:6]1[C:7]([C:9]2[CH:10]=[N:11][CH:12]=[CH:13][CH:14]=2)=[N:8][C:3]([S:2][CH3:1])=[CH:4][CH:5]=1. The catalyst class is: 420.